This data is from Reaction yield outcomes from USPTO patents with 853,638 reactions. The task is: Predict the reaction yield, written as a fraction of the theoretical maximum amount of product (1.0 means a 100% yield; for example, 0.34 means a 34% yield). (1) The reactants are [C:1]([CH:3]1[CH2:8][CH2:7][N:6]([C:9]([O:11][CH3:12])=[O:10])[CH:5]([CH2:13][C:14]2[CH:19]=[CH:18][C:17]([C:20]([F:23])([F:22])[F:21])=[CH:16][CH:15]=2)[CH2:4]1)#N.OO.[OH-:26].[K+].Cl.[OH2:29]. The catalyst is CCOC(C)=O. The product is [CH3:12][O:11][C:9]([N:6]1[CH2:7][CH2:8][CH:3]([C:1]([OH:29])=[O:26])[CH2:4][CH:5]1[CH2:13][C:14]1[CH:19]=[CH:18][C:17]([C:20]([F:23])([F:22])[F:21])=[CH:16][CH:15]=1)=[O:10]. The yield is 0.750. (2) The reactants are F[C:2]1[CH:3]=[C:4]([C:9]2[O:13][N:12]=[C:11]([C:14]([N:16]3[CH2:21][C@H:20]([CH2:22][CH:23]([CH3:25])[CH3:24])[NH:19][C:18](=[O:26])[C@@H:17]3[CH2:27][CH:28]([CH3:30])[CH3:29])=[O:15])[CH:10]=2)[CH:5]=[CH:6][C:7]=1F.C([C@@H]1NC[C@H](CC(C)C)N[C:36]1=[O:45])C(C)C.COC1C=C(C2ON=C(C(O)=O)C=2)C=CC=1. No catalyst specified. The product is [CH2:27]([C@@H:17]1[N:16]([C:14]([C:11]2[CH:10]=[C:9]([C:4]3[CH:5]=[CH:6][CH:7]=[C:2]([O:45][CH3:36])[CH:3]=3)[O:13][N:12]=2)=[O:15])[CH2:21][C@H:20]([CH2:22][CH:23]([CH3:25])[CH3:24])[NH:19][C:18]1=[O:26])[CH:28]([CH3:30])[CH3:29]. The yield is 0.345.